From a dataset of Reaction yield outcomes from USPTO patents with 853,638 reactions. Predict the reaction yield, written as a fraction of the theoretical maximum amount of product (1.0 means a 100% yield; for example, 0.34 means a 34% yield). (1) The reactants are Cl.[CH2:2]([O:9][C:10](=[O:16])[C@H:11]1[CH2:15][CH2:14][CH2:13][NH:12]1)[C:3]1[CH:8]=[CH:7][CH:6]=[CH:5][CH:4]=1.C(N(CC)CC)C.[C:24](Cl)(=[O:27])[CH:25]=[CH2:26]. The catalyst is ClCCl. The product is [CH2:2]([O:9][C:10]([C@H:11]1[CH2:15][CH2:14][CH2:13][N:12]1[C:24](=[O:27])[CH:25]=[CH2:26])=[O:16])[C:3]1[CH:4]=[CH:5][CH:6]=[CH:7][CH:8]=1. The yield is 1.00. (2) The reactants are C([O:5][C:6](=[O:38])[CH2:7][N:8]([CH2:13][C:14]1[CH:19]=[CH:18][CH:17]=[C:16]([CH2:20][O:21][C:22]2[CH:27]=[CH:26][C:25]([C:28]3[CH:33]=[C:32]([F:34])[C:31]([F:35])=[CH:30][C:29]=3[O:36][CH3:37])=[CH:24][CH:23]=2)[CH:15]=1)[C:9]([O:11][CH3:12])=[O:10])(C)(C)C.Cl. The catalyst is O1CCOCC1.C(OCC)(=O)C. The product is [F:35][C:31]1[C:32]([F:34])=[CH:33][C:28]([C:25]2[CH:26]=[CH:27][C:22]([O:21][CH2:20][C:16]3[CH:15]=[C:14]([CH:19]=[CH:18][CH:17]=3)[CH2:13][N:8]([CH2:7][C:6]([OH:38])=[O:5])[C:9]([O:11][CH3:12])=[O:10])=[CH:23][CH:24]=2)=[C:29]([O:36][CH3:37])[CH:30]=1. The yield is 0.980. (3) The reactants are [H-].[Na+].[CH2:3]([N:10]1[CH2:15][CH2:14][C:13]([C:17]2[CH:22]=[CH:21][N:20]=[CH:19][CH:18]=2)([NH2:16])[CH2:12][CH2:11]1)[C:4]1[CH:9]=[CH:8][CH:7]=[CH:6][CH:5]=1.[O:23](C(OC(C)(C)C)=O)[C:24]([O:26][C:27]([CH3:30])([CH3:29])[CH3:28])=O. The catalyst is C1COCC1. The product is [CH2:3]([N:10]1[CH2:11][CH2:12][C:13]([NH:16][C:24](=[O:23])[O:26][C:27]([CH3:30])([CH3:29])[CH3:28])([C:17]2[CH:22]=[CH:21][N:20]=[CH:19][CH:18]=2)[CH2:14][CH2:15]1)[C:4]1[CH:9]=[CH:8][CH:7]=[CH:6][CH:5]=1. The yield is 0.485.